This data is from Retrosynthesis with 50K atom-mapped reactions and 10 reaction types from USPTO. The task is: Predict the reactants needed to synthesize the given product. Given the product CN(C)Cc1cn(-c2ccc(Nc3ncc(Br)n4ccnc34)cc2)nn1, predict the reactants needed to synthesize it. The reactants are: Brc1ncc(Br)n2ccnc12.CN(C)Cc1cn(-c2ccc(N)cc2)nn1.